From a dataset of Reaction yield outcomes from USPTO patents with 853,638 reactions. Predict the reaction yield, written as a fraction of the theoretical maximum amount of product (1.0 means a 100% yield; for example, 0.34 means a 34% yield). The reactants are [C:1]([O:5][C:6](=[O:20])[NH:7][C:8]1[CH:13]=[CH:12][C:11](Br)=[C:10]([O:15][CH2:16][C:17]([CH3:19])=[CH2:18])[CH:9]=1)([CH3:4])([CH3:3])[CH3:2].C([SnH](CCCC)CCCC)CCC.CC(=O)OCC.[F-].[K+]. The catalyst is C1(C)C=CC=CC=1. The product is [C:1]([O:5][C:6](=[O:20])[NH:7][C:8]1[CH:13]=[CH:12][C:11]2[C:17]([CH3:19])([CH3:18])[CH2:16][O:15][C:10]=2[CH:9]=1)([CH3:4])([CH3:3])[CH3:2]. The yield is 0.570.